From a dataset of Full USPTO retrosynthesis dataset with 1.9M reactions from patents (1976-2016). Predict the reactants needed to synthesize the given product. Given the product [Br:3][C:4]1[CH:5]=[C:6]([CH:17]=[CH:18][C:19]=1[F:20])[CH2:7][N:8]([CH2:22][CH2:23][CH3:24])[C:9]([C:11]1[N:12]=[CH:13][N:14]([CH3:16])[CH:15]=1)=[O:10], predict the reactants needed to synthesize it. The reactants are: [H-].[Na+].[Br:3][C:4]1[CH:5]=[C:6]([CH:17]=[CH:18][C:19]=1[F:20])[CH2:7][NH:8][C:9]([C:11]1[N:12]=[CH:13][N:14]([CH3:16])[CH:15]=1)=[O:10].O1C[CH2:24][CH2:23][CH2:22]1.